The task is: Predict the reaction yield, written as a fraction of the theoretical maximum amount of product (1.0 means a 100% yield; for example, 0.34 means a 34% yield).. This data is from Reaction yield outcomes from USPTO patents with 853,638 reactions. (1) The reactants are [N+:1]([C:4]1[CH:5]=[C:6]2[C:14](=[CH:15][CH:16]=1)[NH:13][C:12]1[CH2:11][CH2:10][CH2:9][CH2:8][C:7]2=1)([O-])=O.C(O)C.O.O.[Sn](Cl)Cl. The catalyst is C(=O)(O)[O-].[Na+]. The product is [CH2:11]1[C:12]2[NH:13][C:14]3[C:6](=[CH:5][C:4]([NH2:1])=[CH:16][CH:15]=3)[C:7]=2[CH2:8][CH2:9][CH2:10]1. The yield is 0.950. (2) The reactants are [CH3:1][C:2]1[CH:6]=[C:5]([C:7]([O:9]CC)=[O:8])[N:4]([CH2:12][C:13]([F:16])([F:15])[F:14])[N:3]=1.[OH-].[Na+].Cl. The catalyst is O1CCCC1. The product is [CH3:1][C:2]1[CH:6]=[C:5]([C:7]([OH:9])=[O:8])[N:4]([CH2:12][C:13]([F:15])([F:14])[F:16])[N:3]=1. The yield is 0.840. (3) The reactants are CC1(C)CCC[C:4](C)(C)[NH:3]1.C([Li])CCC.[Cl:16][C:17]1[CH:22]=[N:21][CH:20]=[CH:19][N:18]=1.C(OCC)=[O:24].C(O)(=O)C.NO.C(N(CC)CC)C. The catalyst is CCCCCC.C1COCC1. The product is [Cl:16][C:17]1[C:22]([CH:4]=[N:3][OH:24])=[N:21][CH:20]=[CH:19][N:18]=1. The yield is 0.379. (4) The reactants are [CH2:1]([O:8][C:9]1[CH:17]=[CH:16][CH:15]=[C:11]([C:12]([OH:14])=O)[C:10]=1[C:18]([OH:20])=O)[C:2]1[CH:7]=[CH:6][CH:5]=[CH:4][CH:3]=1.Cl.[NH2:22][CH:23]1[CH2:29][CH2:28][C:27](=[O:30])[NH:26][C:24]1=[O:25]. The catalyst is N1C=CC=CC=1. The product is [CH2:1]([O:8][C:9]1[CH:17]=[CH:16][CH:15]=[C:11]2[C:10]=1[C:18](=[O:20])[N:22]([CH:23]1[CH2:29][CH2:28][C:27](=[O:30])[NH:26][C:24]1=[O:25])[C:12]2=[O:14])[C:2]1[CH:3]=[CH:4][CH:5]=[CH:6][CH:7]=1. The yield is 0.860. (5) The reactants are C([O:3][C:4](=[O:33])[CH2:5][N:6]1[C:14]2[C:9](=[CH:10][C:11]([F:15])=[CH:12][CH:13]=2)[C:8]([CH2:16][C:17]2[CH:22]=[CH:21][CH:20]=[CH:19][C:18]=2[S:23]([N:26]2[CH2:31][CH2:30][CH2:29][CH2:28][CH2:27]2)(=[O:25])=[O:24])=[C:7]1[CH3:32])C.[OH-].[K+].Cl. The catalyst is C1COCC1.O. The product is [F:15][C:11]1[CH:10]=[C:9]2[C:14](=[CH:13][CH:12]=1)[N:6]([CH2:5][C:4]([OH:33])=[O:3])[C:7]([CH3:32])=[C:8]2[CH2:16][C:17]1[CH:22]=[CH:21][CH:20]=[CH:19][C:18]=1[S:23]([N:26]1[CH2:27][CH2:28][CH2:29][CH2:30][CH2:31]1)(=[O:24])=[O:25]. The yield is 0.940. (6) The reactants are C[O:2][C:3]([C:5]1[C:6]([C:18](OC)=[O:19])=[C:7]([CH3:17])[N:8]2[C:16]3[CH:15]=[CH:14][CH:13]=[CH:12][C:11]=3[CH2:10][C:9]=12)=O.[H-].[H-].[H-].[H-].[Li+].[Al+3].O.[OH-].[Na+]. The catalyst is ClCCl.CCOCC. The product is [OH:19][CH2:18][C:6]1[C:5]([CH2:3][OH:2])=[C:9]2[CH2:10][C:11]3[CH:12]=[CH:13][CH:14]=[CH:15][C:16]=3[N:8]2[C:7]=1[CH3:17]. The yield is 0.770. (7) The reactants are [CH3:1][O:2][CH2:3][O:4][C:5]1[CH:12]=[CH:11][C:8]([CH:9]=O)=[CH:7][CH:6]=1.[N+:13]([CH2:15][C:16]([O:18][CH2:19][CH3:20])=[O:17])#[C-:14].[H-].[Na+].C(O)(=[O:25])C. The catalyst is C1COCC1. The product is [CH:14]([NH:13][C:15](=[CH:9][C:8]1[CH:11]=[CH:12][C:5]([O:4][CH2:3][O:2][CH3:1])=[CH:6][CH:7]=1)[C:16]([O:18][CH2:19][CH3:20])=[O:17])=[O:25]. The yield is 0.680. (8) The reactants are [CH:1]1([C:7]2[C:15]3[C:10](=[CH:11][C:12]([C:16]([O:18][CH3:19])=[O:17])=[CH:13][CH:14]=3)[NH:9][C:8]=2B2OC(C)(C)C(C)(C)O2)[CH2:6][CH2:5][CH2:4][CH2:3][CH2:2]1.Br[C:30]1[CH:31]=[N:32][CH:33]=[CH:34][C:35]=1NC(=O)OC(C)(C)C.[Li+].[Cl-].[C:46]([O-:49])([O-])=[O:47].[Na+].[Na+]. The catalyst is C(O)C.C1C=CC([P]([Pd]([P](C2C=CC=CC=2)(C2C=CC=CC=2)C2C=CC=CC=2)([P](C2C=CC=CC=2)(C2C=CC=CC=2)C2C=CC=CC=2)[P](C2C=CC=CC=2)(C2C=CC=CC=2)C2C=CC=CC=2)(C2C=CC=CC=2)C2C=CC=CC=2)=CC=1.C1(C)C=CC=CC=1. The product is [C:1]([O:49][C:46]([C:35]1[CH:30]=[CH:31][N:32]=[CH:33][C:34]=1[C:8]1[NH:9][C:10]2[C:15]([C:7]=1[CH:1]1[CH2:6][CH2:5][CH2:4][CH2:3][CH2:2]1)=[CH:14][CH:13]=[C:12]([C:16]([O:18][CH3:19])=[O:17])[CH:11]=2)=[O:47])([CH3:7])([CH3:6])[CH3:2]. The yield is 0.380. (9) The product is [I:1][C:2]1[CH:3]=[C:4]2[C:8]([CH2:12][NH:13][C:5]2=[O:7])=[CH:9][CH:10]=1. The catalyst is S(=O)(=O)(O)O. The yield is 0.450. The reactants are [I:1][C:2]1[CH:3]=[C:4]([CH:8]=[CH:9][CH:10]=1)[C:5]([OH:7])=O.O[CH2:12][N:13]1C(=O)C2=CC=CC=C2C1=O.